This data is from HIV replication inhibition screening data with 41,000+ compounds from the AIDS Antiviral Screen. The task is: Binary Classification. Given a drug SMILES string, predict its activity (active/inactive) in a high-throughput screening assay against a specified biological target. (1) The molecule is CC(=O)Oc1c(OC(C)C)c(C)c(O[Si](C(C)C)(C(C)C)C(C)C)c2[nH]c3ccccc3c12. The result is 0 (inactive). (2) The molecule is O=C(NCc1ccncc1)C1COc2cc(-c3cc(=O)c4ccccc4o3)ccc2O1. The result is 0 (inactive).